Dataset: HIV replication inhibition screening data with 41,000+ compounds from the AIDS Antiviral Screen. Task: Binary Classification. Given a drug SMILES string, predict its activity (active/inactive) in a high-throughput screening assay against a specified biological target. (1) The drug is COc1cc2c3c(c1OC)-c1cc4c(cc1CC3(C#N)N(C(=O)c1ccccc1)CC2)OCO4. The result is 0 (inactive). (2) The compound is CC(C)(C)C1=C(Br)C(O)(C(C)(C)C)OP1(=O)c1ccccc1. The result is 0 (inactive). (3) The compound is COc1ccc(C(=O)Nc2cc(Cc3cc(NC(=O)c4ccc(OC)c(C(=O)O)c4)c(OC)c(C(=O)O)c3)cc(C(=O)O)c2OC)cc1C(=O)O.O[Na].[NaH]. The result is 0 (inactive). (4) The drug is CC1CCC2C(C(=O)OC3C4C=COC(OC5OC(CO)C(O)C(O)C5O)C4C4(CO)OC34)=COC(OC3OC(CO)C(O)C(O)C3O)C12. The result is 0 (inactive). (5) The drug is COC(=O)C1CC2CC1C1C2SC(F)(F)C1(F)F. The result is 0 (inactive). (6) The compound is COc1ccc(C=c2sc3n(c2=O)NC2(CCC(C)CC2)NN=3)cc1. The result is 0 (inactive). (7) The compound is CN1CCC(SC2Cc3cc(Cl)ccc3Sc3ccccc32)CC1. The result is 0 (inactive).